Dataset: Forward reaction prediction with 1.9M reactions from USPTO patents (1976-2016). Task: Predict the product of the given reaction. (1) Given the reactants [N:1]1[CH:6]=[CH:5][C:4]([C:7]2[N:8]=[C:9]3[NH:17][CH2:16][CH2:15][CH2:14][N:10]3[C:11](=[O:13])[CH:12]=2)=[CH:3][CH:2]=1.[H-].[Na+].[C:20]1([CH2:26][CH2:27][C:28](Cl)=[O:29])[CH:25]=[CH:24][CH:23]=[CH:22][CH:21]=1, predict the reaction product. The product is: [C:20]1([CH2:26][CH2:27][C:28]([N:17]2[C:9]3=[N:8][C:7]([C:4]4[CH:5]=[CH:6][N:1]=[CH:2][CH:3]=4)=[CH:12][C:11](=[O:13])[N:10]3[CH2:14][CH2:15][CH2:16]2)=[O:29])[CH:25]=[CH:24][CH:23]=[CH:22][CH:21]=1. (2) Given the reactants [Cl:1][C:2]1[CH:7]=[C:6]([F:8])[CH:5]=[CH:4][C:3]=1[S:9][C@H:10]1[CH2:14][N:13](C(OC(C)(C)C)=O)[C@H:12]([C:22](=[O:29])[NH:23][C:24]2([C:27]#[N:28])[CH2:26][CH2:25]2)[CH2:11]1, predict the reaction product. The product is: [Cl:1][C:2]1[CH:7]=[C:6]([F:8])[CH:5]=[CH:4][C:3]=1[S:9][C@H:10]1[CH2:14][NH:13][C@H:12]([C:22]([NH:23][C:24]2([C:27]#[N:28])[CH2:26][CH2:25]2)=[O:29])[CH2:11]1.